This data is from Forward reaction prediction with 1.9M reactions from USPTO patents (1976-2016). The task is: Predict the product of the given reaction. (1) The product is: [CH:27]([C:16]1[C:17]([CH3:26])=[N:18][N:19]([C:20]2[CH:21]=[CH:22][CH:23]=[CH:24][CH:25]=2)[C:15]=1[N:11]1[CH2:12][CH2:13][N:8]([C:6]([O:5][C:1]([CH3:4])([CH3:2])[CH3:3])=[O:7])[CH2:9][CH2:10]1)=[O:28]. Given the reactants [C:1]([O:5][C:6]([N:8]1[CH2:13][CH2:12][NH:11][CH2:10][CH2:9]1)=[O:7])([CH3:4])([CH3:3])[CH3:2].Cl[C:15]1[N:19]([C:20]2[CH:25]=[CH:24][CH:23]=[CH:22][CH:21]=2)[N:18]=[C:17]([CH3:26])[C:16]=1[CH:27]=[O:28].C(=O)([O-])[O-].[K+].[K+], predict the reaction product. (2) Given the reactants C(Cl)(=O)C(Cl)=O.[CH3:7][C:8]([CH3:32])([CH3:31])[CH2:9][CH2:10][N:11]1[CH2:16][CH2:15][N:14]([C:17](=[O:30])[CH2:18][CH2:19][C:20]2[CH:28]=[CH:27][C:23]([C:24]([OH:26])=O)=[CH:22][C:21]=2[CH3:29])[CH2:13][CH2:12]1.CCN(C(C)C)C(C)C.[CH3:42][C:43]1[NH:52][C:51]2[C:50]3[CH:53]=[CH:54][CH:55]=[CH:56][C:49]=3[NH:48][CH2:47][CH2:46][C:45]=2[N:44]=1, predict the reaction product. The product is: [CH3:7][C:8]([CH3:32])([CH3:31])[CH2:9][CH2:10][N:11]1[CH2:16][CH2:15][N:14]([C:17](=[O:30])[CH2:18][CH2:19][C:20]2[CH:28]=[CH:27][C:23]([C:24]([N:48]3[CH2:47][CH2:46][C:45]4[N:44]=[C:43]([CH3:42])[NH:52][C:51]=4[C:50]4[CH:53]=[CH:54][CH:55]=[CH:56][C:49]3=4)=[O:26])=[CH:22][C:21]=2[CH3:29])[CH2:13][CH2:12]1. (3) Given the reactants CO[C:3]1[CH:8]([N:9]2[C:17](=[O:18])[C:16]3[C:11](=[CH:12][CH:13]=[CH:14][CH:15]=3)[C:10]2=[O:19])[CH2:7][CH2:6][CH2:5][N:4]=1.[Cl-:20].[NH4+:21], predict the reaction product. The product is: [ClH:20].[NH2:21][C:3]1[CH:8]([N:9]2[C:17](=[O:18])[C:16]3[C:11](=[CH:12][CH:13]=[CH:14][CH:15]=3)[C:10]2=[O:19])[CH2:7][CH2:6][CH2:5][N:4]=1. (4) The product is: [CH3:16][C:13]1([CH3:15])[C:12]([CH3:17])([CH3:18])[O:11][B:10]([C:39]2[CH:38]=[CH:37][C:36]([S:33]([C:28]3[C:27]([CH3:26])=[CH:32][CH:31]=[CH:30][CH:29]=3)(=[O:34])=[O:35])=[CH:41][CH:40]=2)[O:14]1. Given the reactants [B:10]1([B:10]2[O:14][C:13]([CH3:16])([CH3:15])[C:12]([CH3:18])([CH3:17])[O:11]2)[O:14][C:13]([CH3:16])([CH3:15])[C:12]([CH3:18])([CH3:17])[O:11]1.C(=O)([O-])[O-].[K+].[K+].Cl[CH2:26][C:27]1[CH:32]=[CH:31][CH:30]=[CH:29][C:28]=1[S:33]([C:36]1[CH:41]=[CH:40][C:39](Cl)=[CH:38][CH:37]=1)(=[O:35])=[O:34].[Cl-].[NH4+], predict the reaction product. (5) Given the reactants CO[CH:3]1[CH2:7][CH2:6][CH:5](OC)O1.[NH2:10][CH:11]([C:16]1[CH:21]=[CH:20][C:19]([OH:22])=[CH:18][CH:17]=1)[CH2:12][C:13]([OH:15])=[O:14].C([O-])(=O)C.[Na+], predict the reaction product. The product is: [OH:22][C:19]1[CH:18]=[CH:17][C:16]([CH:11]([N:10]2[CH:3]=[CH:7][CH:6]=[CH:5]2)[CH2:12][C:13]([OH:15])=[O:14])=[CH:21][CH:20]=1. (6) Given the reactants [CH3:1][O:2][C:3]1[C:8]2[C:9]([C:12]3[CH:17]=[CH:16][C:15]([N:18]4[CH2:23][CH2:22][O:21][CH2:20][CH2:19]4)=[CH:14][CH:13]=3)=[N:10][NH:11][C:7]=2[CH:6]=[CH:5][N:4]=1.[H-].[Na+].[CH:26]12[O:32][CH:31]1[CH2:30][CH2:29][CH2:28][CH2:27]2, predict the reaction product. The product is: [CH3:1][O:2][C:3]1[C:8]2[C:9]([C:12]3[CH:13]=[CH:14][C:15]([N:18]4[CH2:23][CH2:22][O:21][CH2:20][CH2:19]4)=[CH:16][CH:17]=3)=[N:10][N:11]([CH:30]3[CH2:29][CH2:28][CH2:27][CH2:26][CH:31]3[OH:32])[C:7]=2[CH:6]=[CH:5][N:4]=1. (7) Given the reactants [F:1][C:2]1[CH:8]=[C:7]([O:9][CH:10]2[CH2:15][CH2:14][N:13]([CH3:16])[CH2:12][CH2:11]2)[CH:6]=[CH:5][C:3]=1[NH2:4].Cl[C:18]1[N:27]=[CH:26][C:25]2[C:20](=[C:21]([C:28]3[CH:29]=[C:30]([NH:34][C:35](=[O:38])[CH:36]=[CH2:37])[CH:31]=[CH:32][CH:33]=3)[CH:22]=[CH:23][CH:24]=2)[N:19]=1.C(O)(C(F)(F)F)=O, predict the reaction product. The product is: [F:1][C:2]1[CH:8]=[C:7]([O:9][CH:10]2[CH2:15][CH2:14][N:13]([CH3:16])[CH2:12][CH2:11]2)[CH:6]=[CH:5][C:3]=1[NH:4][C:18]1[N:27]=[CH:26][C:25]2[C:20](=[C:21]([C:28]3[CH:29]=[C:30]([NH:34][C:35](=[O:38])[CH:36]=[CH2:37])[CH:31]=[CH:32][CH:33]=3)[CH:22]=[CH:23][CH:24]=2)[N:19]=1.